From a dataset of Experimentally validated miRNA-target interactions with 360,000+ pairs, plus equal number of negative samples. Binary Classification. Given a miRNA mature sequence and a target amino acid sequence, predict their likelihood of interaction. (1) The miRNA is hsa-miR-6731-3p with sequence UCUAUUCCCCACUCUCCCCAG. The protein sequence of the target gene is MEHHCGLITSNKETVPLKNISVTLSINEFVAAVVATLNYENEEKVPLEATFVFPMDEDSAVYSFEALVDGKKIVAELQDKMKAHSEYEEALSQGHQAYLLEEDDYSRDVFSCNVGNLQPGAKVAVTLRYVQELPLETDGALRYLLPAILNPRYQLSEQSANSCLNIQKPTVPLEDLPYTLNMTATITSQHGIERVQSNCSLSPIQYLTDDKTSAQVSLTEGHKFDRDVELLIYYNEVHSPSVAVEMGMLDMKPDSLMGAPSAMVSFYPDIPEVEASKACGEFVFLMDRSGSMDSPMSTEN.... Result: 0 (no interaction). (2) The miRNA is dme-miR-308-3p with sequence AAUCACAGGAUUAUACUGUGAG. The protein sequence of the target gene is MLVNRWLFSTNHKDIGTLYLLFGAWAGMVGTALSILIRAELGQPGALLGDDQIYNVIVTAHAFVMIFFMVMPMMIGGFGNWLVPLMIGAPDMAFPRMNNMSFWLLPPSFLLLLASSMVEAGAGTGWTVYPPLAGNLAHAGASVDLTIFSLHLAGVSSILGAINFITTIINMKPPAMTQYQTPLFVWSVLITAVLLLLSLPVLAAGITMLLTDRNLNTTFFDPAGGGDPILYQHLFWFFGHPEVYILILPGFGIISHVVTYYSGKKEPFGYMGMVWAMMSIGFLGFIVWAHHMFTVGLDVD.... Result: 0 (no interaction). (3) The miRNA is hsa-miR-4435 with sequence AUGGCCAGAGCUCACACAGAGG. The protein sequence of the target gene is MPLPEPSEQEGESVKASQEPSPKPGTEVIPAAPRKPRKFSKLVLLTASKDSTKVAGAKRKGVHCVMSLGVPGPATLAKALLQTHPEAQRAIEAAPQEPEQKRSRQDPGTDRTEDSGLAAGPPEAAGENFAPCSVAPGKSL. Result: 1 (interaction).